From a dataset of Full USPTO retrosynthesis dataset with 1.9M reactions from patents (1976-2016). Predict the reactants needed to synthesize the given product. (1) Given the product [C:1]([O:5][C:6](=[O:27])[NH:7][C:8]1[S:9][C@:10]2([CH2:25][O:26][CH2:61][C:60]([F:64])([F:63])[F:59])[C@H:12]([C@:13]([C:17]3[CH:22]=[C:21]([Br:23])[CH:20]=[CH:19][C:18]=3[F:24])([CH2:15][F:16])[N:14]=1)[CH2:11]2)([CH3:4])([CH3:2])[CH3:3], predict the reactants needed to synthesize it. The reactants are: [C:1]([O:5][C:6](=[O:27])[NH:7][C:8]1[S:9][C@:10]2([CH2:25][OH:26])[C@H:12]([C@:13]([C:17]3[CH:22]=[C:21]([Br:23])[CH:20]=[CH:19][C:18]=3[F:24])([CH2:15][F:16])[N:14]=1)[CH2:11]2)([CH3:4])([CH3:3])[CH3:2].N(/C(N1CCCCC1)=O)=N\C(N1CCCCC1)=O.C(P(CCCC)CCCC)CCC.[F:59][C:60]([F:64])([F:63])[CH2:61]O. (2) Given the product [C@@H:25]12[CH2:31][C@@H:28]([CH2:29][CH2:30]1)[CH2:27][C@H:26]2[O:32][C:33]1[C:41]([CH:42]2[CH2:44][CH2:43]2)=[CH:40][C:36]([C:37]([NH:53][S:50]([CH3:49])(=[O:52])=[O:51])=[O:38])=[C:35]([F:45])[CH:34]=1, predict the reactants needed to synthesize it. The reactants are: C12(COC3C(C4CC4)=CC(C(O)=O)=CN=3)CC3CC(CC(C3)C1)C2.[C@@H:25]12[CH2:31][C@@H:28]([CH2:29][CH2:30]1)[CH2:27][C@H:26]2[O:32][C:33]1[C:41]([CH:42]2[CH2:44][CH2:43]2)=[CH:40][C:36]([C:37](O)=[O:38])=[C:35]([F:45])[CH:34]=1.COC[CH2:49][S:50]([NH2:53])(=[O:52])=[O:51].CS(N)(=O)=O. (3) Given the product [C:1]([O:5][C:6](=[O:26])[NH:7][CH:8]([C:17]([N:19]1[CH2:24][CH2:23][CH:22]([CH3:25])[CH2:21][CH2:20]1)=[O:18])[CH2:9][CH2:10][N:11]1[C:15]([C:28]#[N:30])=[CH:14][CH:13]=[N:12]1)([CH3:4])([CH3:3])[CH3:2], predict the reactants needed to synthesize it. The reactants are: [C:1]([O:5][C:6](=[O:26])[NH:7][CH:8]([C:17]([N:19]1[CH2:24][CH2:23][CH:22]([CH3:25])[CH2:21][CH2:20]1)=[O:18])[CH2:9][CH2:10][N:11]1[C:15](Br)=[CH:14][CH:13]=[N:12]1)([CH3:4])([CH3:3])[CH3:2].C[C:28]([N:30](C)C)=O. (4) Given the product [C:1]([O:5][C:6]([N:8]([CH2:24][CH2:25][C:26]1[CH:31]=[CH:30][CH:29]=[CH:28][C:27]=1[O:32][CH2:34][C:35]1[CH:40]=[CH:39][C:38]([C:41]2[O:42][C:43]3[CH:49]=[CH:48][C:47]([CH3:50])=[CH:46][C:44]=3[N:45]=2)=[CH:37][CH:36]=1)[CH:9]1[CH2:18][CH2:17][CH2:16][C:15]2[N:14]=[C:13]([C:19]([O:21][CH2:22][CH3:23])=[O:20])[CH:12]=[CH:11][C:10]1=2)=[O:7])([CH3:2])([CH3:3])[CH3:4], predict the reactants needed to synthesize it. The reactants are: [C:1]([O:5][C:6]([N:8]([CH2:24][CH2:25][C:26]1[CH:31]=[CH:30][CH:29]=[CH:28][C:27]=1[OH:32])[CH:9]1[CH2:18][CH2:17][CH2:16][C:15]2[N:14]=[C:13]([C:19]([O:21][CH2:22][CH3:23])=[O:20])[CH:12]=[CH:11][C:10]1=2)=[O:7])([CH3:4])([CH3:3])[CH3:2].Cl[CH2:34][C:35]1[CH:40]=[CH:39][C:38]([C:41]2[O:42][C:43]3[CH:49]=[CH:48][C:47]([CH3:50])=[CH:46][C:44]=3[N:45]=2)=[CH:37][CH:36]=1.C(=O)([O-])[O-].[K+].[K+].